Dataset: Full USPTO retrosynthesis dataset with 1.9M reactions from patents (1976-2016). Task: Predict the reactants needed to synthesize the given product. (1) Given the product [Br:9][CH:8]1[CH2:7][C@H:6]2[C@H:3]([N:26]([CH2:25][CH2:24][CH2:23][CH2:22][CH2:21][CH2:20][CH2:19][CH2:18][CH2:17][O:16][Si:15]([C:11]([CH3:14])([CH3:13])[CH3:12])([CH3:29])[CH3:28])[CH3:27])[C@@H:2]1[CH2:4][C:5]2=[O:10], predict the reactants needed to synthesize it. The reactants are: Br[CH:2]1[CH:8]([Br:9])[CH2:7][CH:6]2[C@@H:3]1[CH2:4][C:5]2=[O:10].[C:11]([Si:15]([CH3:29])([CH3:28])[O:16][CH2:17][CH2:18][CH2:19][CH2:20][CH2:21][CH2:22][CH2:23][CH2:24][CH2:25][NH:26][CH3:27])([CH3:14])([CH3:13])[CH3:12]. (2) Given the product [NH2:1][C:2]1[CH:7]=[C:6]([O:19][C:11]2[CH:12]=[CH:13][C:14]([N+:16]([O-:18])=[O:17])=[CH:15][C:10]=2[F:9])[CH:5]=[CH:4][N:3]=1, predict the reactants needed to synthesize it. The reactants are: [NH2:1][C:2]1[CH:7]=[C:6](Cl)[CH:5]=[CH:4][N:3]=1.[F:9][C:10]1[CH:15]=[C:14]([N+:16]([O-:18])=[O:17])[CH:13]=[CH:12][C:11]=1[OH:19].C(N(CC)C(C)C)(C)C.C(OCC)(=O)C. (3) The reactants are: [Br:1][C:2]1[CH:7]=[CH:6][C:5]([CH:8]([CH3:11])[C:9]#[N:10])=[CH:4][CH:3]=1. Given the product [Br:1][C:2]1[CH:3]=[CH:4][C:5]([CH:8]([CH3:11])[CH2:9][NH2:10])=[CH:6][CH:7]=1, predict the reactants needed to synthesize it. (4) Given the product [OH:1][CH2:2][C@@H:3]([NH:16][C:17](=[O:23])[O:18][C:19]([CH3:22])([CH3:21])[CH3:20])[C@H:4]([C:6]1[CH:7]=[CH:8][C:9]([C:12]([F:15])([F:14])[F:13])=[CH:10][CH:11]=1)[CH3:5], predict the reactants needed to synthesize it. The reactants are: [O:1]=[C:2](N1[C@H](C2C=CC=CC=2)COC1=O)[C@@H:3]([NH:16][C:17](=[O:23])[O:18][C:19]([CH3:22])([CH3:21])[CH3:20])[C@H:4]([C:6]1[CH:11]=[CH:10][C:9]([C:12]([F:15])([F:14])[F:13])=[CH:8][CH:7]=1)[CH3:5].C(OCC)C.O.[BH4-].[Li+]. (5) Given the product [Cl:16][C:3]1[CH:4]=[C:5]([NH:9][C:10]2[N:14]=[C:13]([NH2:15])[NH:12][N:11]=2)[CH:6]=[C:7]([Cl:8])[C:2]=1[C:31]1[CH:32]=[CH:33][C:34]([CH2:37][S:38]([CH3:41])(=[O:40])=[O:39])=[CH:35][CH:36]=1, predict the reactants needed to synthesize it. The reactants are: Br[C:2]1[C:7]([Cl:8])=[CH:6][C:5]([NH:9][C:10]2[N:14]=[C:13]([NH2:15])[NH:12][N:11]=2)=[CH:4][C:3]=1[Cl:16].C(=O)([O-])[O-].[Na+].[Na+].CC1(C)C(C)(C)OB([C:31]2[CH:36]=[CH:35][C:34]([CH2:37][S:38]([CH3:41])(=[O:40])=[O:39])=[CH:33][CH:32]=2)O1.O. (6) Given the product [Br:6][C:7]1[CH:46]=[CH:45][C:10]([CH2:11][N:12]2[C:18]3[CH:19]=[CH:20][CH:21]=[CH:22][C:17]=3[N:16]([C:23]3[CH:28]=[CH:27][C:26]([CH2:29][NH:30][C:31]([O:33][C:34]([CH3:36])([CH3:37])[CH3:35])=[O:32])=[CH:25][CH:24]=3)[C:15](=[O:38])[CH:14]([CH2:39][C:40]([OH:42])=[O:41])[C:13]2=[O:44])=[CH:9][CH:8]=1, predict the reactants needed to synthesize it. The reactants are: O1CCCC1.[Br:6][C:7]1[CH:46]=[CH:45][C:10]([CH2:11][N:12]2[C:18]3[CH:19]=[CH:20][CH:21]=[CH:22][C:17]=3[N:16]([C:23]3[CH:28]=[CH:27][C:26]([CH2:29][NH:30][C:31]([O:33][C:34]([CH3:37])([CH3:36])[CH3:35])=[O:32])=[CH:25][CH:24]=3)[C:15](=[O:38])[CH:14]([CH2:39][C:40]([O:42]C)=[O:41])[C:13]2=[O:44])=[CH:9][CH:8]=1.[OH-].[Na+].S([O-])(O)(=O)=O.[K+]. (7) Given the product [NH2:17][C:5]1[CH:6]=[C:7]([C:8]#[C:9][C:10]2[CH:15]=[N:14][C:13]([NH2:16])=[N:12][CH:11]=2)[C:2]([CH3:1])=[N:3][CH:4]=1, predict the reactants needed to synthesize it. The reactants are: [CH3:1][C:2]1[C:7]([C:8]#[C:9][C:10]2[CH:11]=[N:12][C:13]([NH2:16])=[N:14][CH:15]=2)=[CH:6][C:5]([N+:17]([O-])=O)=[CH:4][N:3]=1.C(O)(=O)C.CC(C)=O.C(=O)([O-])[O-].[K+].[K+]. (8) Given the product [Cl:10][CH2:11][CH2:12][CH2:13][N:1]1[C:5]2[CH:6]=[CH:7][CH:8]=[CH:9][C:4]=2[N:3]=[N:2]1, predict the reactants needed to synthesize it. The reactants are: [NH:1]1[C:5]2[CH:6]=[CH:7][CH:8]=[CH:9][C:4]=2[N:3]=[N:2]1.[Cl:10][CH2:11][CH2:12][CH2:13]Br. (9) Given the product [NH:8]1[CH2:13][CH2:12][CH:11]([N:14]([CH2:22][CH2:23][C:24]2[CH:25]=[CH:26][C:27]([C:30]([F:31])([F:32])[F:33])=[CH:28][CH:29]=2)[C:15](=[O:21])[O:16][C:17]([CH3:19])([CH3:20])[CH3:18])[CH2:10][CH2:9]1, predict the reactants needed to synthesize it. The reactants are: C([N:8]1[CH2:13][CH2:12][CH:11]([N:14]([CH2:22][CH2:23][C:24]2[CH:29]=[CH:28][C:27]([C:30]([F:33])([F:32])[F:31])=[CH:26][CH:25]=2)[C:15](=[O:21])[O:16][C:17]([CH3:20])([CH3:19])[CH3:18])[CH2:10][CH2:9]1)C1C=CC=CC=1.[H][H]. (10) Given the product [Cl:1][C:2]1[N:3]=[CH:4][C:5]2[N:11]([CH3:12])[C:10](=[O:13])[C:9]([F:51])([CH:14]=[CH2:15])[CH2:8][N:7]([CH:16]3[CH2:20][CH2:19][CH2:18][CH2:17]3)[C:6]=2[N:21]=1, predict the reactants needed to synthesize it. The reactants are: [Cl:1][C:2]1[N:3]=[CH:4][C:5]2[N:11]([CH3:12])[C:10](=[O:13])[C:9](=[CH:14][CH3:15])[CH2:8][N:7]([CH:16]3[CH2:20][CH2:19][CH2:18][CH2:17]3)[C:6]=2[N:21]=1.C([N-]C(C)C)(C)C.[Li+].CN(C)P(N(C)C)(N(C)C)=O.C1C=CC(S(N(S(C2C=CC=CC=2)(=O)=O)[F:51])(=O)=O)=CC=1.